This data is from Reaction yield outcomes from USPTO patents with 853,638 reactions. The task is: Predict the reaction yield, written as a fraction of the theoretical maximum amount of product (1.0 means a 100% yield; for example, 0.34 means a 34% yield). (1) The reactants are [NH:1]1[CH:5]=[C:4]([C:6]2[C:7]([NH2:12])=[N:8][CH:9]=[CH:10][CH:11]=2)[CH:3]=[N:2]1.[H-].[Na+].Cl[CH2:16][C:17]1[CH:22]=[CH:21][CH:20]=[C:19]([O:23][C:24]2[CH:29]=[CH:28][CH:27]=[CH:26][CH:25]=2)[CH:18]=1. The catalyst is CN(C)C=O. The product is [O:23]([C:19]1[CH:18]=[C:17]([CH:22]=[CH:21][CH:20]=1)[CH2:16][N:1]1[CH:5]=[C:4]([C:6]2[C:7]([NH2:12])=[N:8][CH:9]=[CH:10][CH:11]=2)[CH:3]=[N:2]1)[C:24]1[CH:25]=[CH:26][CH:27]=[CH:28][CH:29]=1. The yield is 0.470. (2) The catalyst is C([O-])(=O)C.[Pd+2].C([O-])(=O)C.CC1C=CC=CC=1P(C1C=CC=CC=1C)C1C=CC=CC=1C.O.C1(C)C=CC=CC=1.C(O)C. The reactants are [C:1]1([C:7]2([C:20]3[CH:21]=[C:22](B(O)O)[CH:23]=[CH:24][CH:25]=3)[C:19]3[CH:18]=[CH:17][CH:16]=[CH:15][C:14]=3[C:13]3[C:8]2=[CH:9][CH:10]=[CH:11][CH:12]=3)[CH:6]=[CH:5][CH:4]=[CH:3][CH:2]=1.[Br:29][C:30]1[CH:35]=[CH:34][CH:33]=[C:32](I)[CH:31]=1.C(=O)([O-])[O-].[K+].[K+]. The yield is 0.800. The product is [Br:29][C:30]1[CH:31]=[C:32]([C:22]2[CH:21]=[C:20]([C:7]3([C:1]4[CH:6]=[CH:5][CH:4]=[CH:3][CH:2]=4)[C:8]4[CH:9]=[CH:10][CH:11]=[CH:12][C:13]=4[C:14]4[C:19]3=[CH:18][CH:17]=[CH:16][CH:15]=4)[CH:25]=[CH:24][CH:23]=2)[CH:33]=[CH:34][CH:35]=1.